Dataset: Full USPTO retrosynthesis dataset with 1.9M reactions from patents (1976-2016). Task: Predict the reactants needed to synthesize the given product. (1) Given the product [Br:20][CH2:21][CH2:22][CH2:23][N:10]1[C:11]2[CH:17]=[CH:16][CH:15]=[CH:14][C:12]=2[CH2:13][N:8]([C:3]2[CH:4]=[CH:5][CH:6]=[CH:7][C:2]=2[F:1])[S:9]1(=[O:19])=[O:18], predict the reactants needed to synthesize it. The reactants are: [F:1][C:2]1[CH:7]=[CH:6][CH:5]=[CH:4][C:3]=1[N:8]1[CH2:13][C:12]2[CH:14]=[CH:15][CH:16]=[CH:17][C:11]=2[NH:10][S:9]1(=[O:19])=[O:18].[Br:20][CH2:21][CH2:22][CH2:23]O.CC(OC(/N=N/C(OC(C)C)=O)=O)C.C1(P(C2C=CC=CC=2)C2C=CC=CC=2)C=CC=CC=1.[Cl-].[Na+]. (2) Given the product [O:1]1[CH2:2][CH2:3][CH:4]([O:7][C:8]2[C:9]3[N:17]=[C:16]([C:18]4[N:23]=[C:22]([NH:24][S:31]([C:25]5[CH:30]=[CH:29][CH:28]=[CH:27][CH:26]=5)(=[O:33])=[O:32])[CH:21]=[N:20][CH:19]=4)[CH:15]=[CH:14][C:10]=3[N:11]=[CH:12][N:13]=2)[CH2:5][CH2:6]1, predict the reactants needed to synthesize it. The reactants are: [O:1]1[CH2:6][CH2:5][CH:4]([O:7][C:8]2[C:9]3[N:17]=[C:16]([C:18]4[N:23]=[C:22]([NH2:24])[CH:21]=[N:20][CH:19]=4)[CH:15]=[CH:14][C:10]=3[N:11]=[CH:12][N:13]=2)[CH2:3][CH2:2]1.[C:25]1([S:31](Cl)(=[O:33])=[O:32])[CH:30]=[CH:29][CH:28]=[CH:27][CH:26]=1. (3) Given the product [C:21]([O:29][CH2:30][C:31]1[CH:39]=[CH:38][CH:37]=[CH:36][C:32]=1[C:33]([NH:15][C:11]1[CH:12]=[C:13]([CH3:14])[N:9]([CH2:8][C:6]2[CH:7]=[C:2]([Cl:1])[CH:3]=[CH:4][C:5]=2[O:16][CH2:17][CH:18]([CH3:20])[CH3:19])[N:10]=1)=[O:34])(=[O:28])[C:22]1[CH:23]=[CH:24][CH:25]=[CH:26][CH:27]=1, predict the reactants needed to synthesize it. The reactants are: [Cl:1][C:2]1[CH:3]=[CH:4][C:5]([O:16][CH2:17][CH:18]([CH3:20])[CH3:19])=[C:6]([CH2:8][N:9]2[C:13]([CH3:14])=[CH:12][C:11]([NH2:15])=[N:10]2)[CH:7]=1.[C:21]([O:29][CH2:30][C:31]1[CH:39]=[CH:38][CH:37]=[CH:36][C:32]=1[C:33](Cl)=[O:34])(=[O:28])[C:22]1[CH:27]=[CH:26][CH:25]=[CH:24][CH:23]=1.N1C=CC=CC=1. (4) Given the product [Br:20][C:21]1[CH:22]=[N:23][C:24]([O:18][C:10]2[C:9]([F:19])=[C:8]([C:5]3[N:6]=[CH:7][C:2]([NH2:1])=[N:3][CH:4]=3)[CH:13]=[CH:12][C:11]=2[CH:14]2[CH2:15][CH2:16][CH2:17]2)=[N:25][CH:26]=1, predict the reactants needed to synthesize it. The reactants are: [NH2:1][C:2]1[N:3]=[CH:4][C:5]([C:8]2[C:9]([F:19])=[C:10]([OH:18])[C:11]([CH:14]3[CH2:17][CH2:16][CH2:15]3)=[CH:12][CH:13]=2)=[N:6][CH:7]=1.[Br:20][C:21]1[CH:22]=[N:23][C:24](Cl)=[N:25][CH:26]=1.C(=O)([O-])[O-].[Cs+].[Cs+]. (5) Given the product [NH2:4][C:5]1[C:10]2=[CH:11][C:12]([CH:14]([OH:15])[CH3:16])=[CH:13][N:9]2[N:8]=[CH:7][N:6]=1, predict the reactants needed to synthesize it. The reactants are: C[Mg]Br.[NH2:4][C:5]1[C:10]2=[CH:11][C:12]([CH:14]=[O:15])=[CH:13][N:9]2[N:8]=[CH:7][N:6]=1.[CH3:16]O.[NH4+].[Cl-].